Task: Predict the reactants needed to synthesize the given product.. Dataset: Full USPTO retrosynthesis dataset with 1.9M reactions from patents (1976-2016) (1) Given the product [CH3:1][S:2]([C:5]1[CH:6]=[CH:7][C:8]([CH2:9][NH:10][C:11]([C:13]2[C:14](=[O:34])[N:15]([C:24]3[CH:29]=[CH:28][CH:27]=[C:26]([C:30]([F:33])([F:31])[F:32])[CH:25]=3)[C:16]([CH3:23])=[C:17]([C:19]3[N:37]=[C:38]([NH2:40])[S:39][CH:20]=3)[CH:18]=2)=[O:12])=[CH:35][CH:36]=1)(=[O:3])=[O:4], predict the reactants needed to synthesize it. The reactants are: [CH3:1][S:2]([C:5]1[CH:36]=[CH:35][C:8]([CH2:9][NH:10][C:11]([C:13]2[C:14](=[O:34])[N:15]([C:24]3[CH:29]=[CH:28][CH:27]=[C:26]([C:30]([F:33])([F:32])[F:31])[CH:25]=3)[C:16]([CH3:23])=[C:17]([C:19](=O)[CH2:20]Br)[CH:18]=2)=[O:12])=[CH:7][CH:6]=1)(=[O:4])=[O:3].[NH2:37][C:38]([NH2:40])=[S:39].CC([O-])=O.[Na+]. (2) Given the product [Br:1][C:2]1[S:6][C:5]([CH:7]2[S:13][CH2:12][CH2:11][N:10]([C:14]([O:16][C:17]([CH3:20])([CH3:19])[CH3:18])=[O:15])[CH2:9][CH2:8]2)=[CH:4][CH:3]=1, predict the reactants needed to synthesize it. The reactants are: [Br:1][C:2]1[S:6][C:5]([CH:7]2[S:13][CH2:12][CH2:11][NH:10][CH2:9][CH2:8]2)=[CH:4][CH:3]=1.[C:14](O[C:14]([O:16][C:17]([CH3:20])([CH3:19])[CH3:18])=[O:15])([O:16][C:17]([CH3:20])([CH3:19])[CH3:18])=[O:15].